From a dataset of Forward reaction prediction with 1.9M reactions from USPTO patents (1976-2016). Predict the product of the given reaction. (1) Given the reactants [O:1]([C:8]1[CH:19]=[CH:18][C:11]([CH2:12][N:13]2[CH2:16][CH:15]([OH:17])[CH2:14]2)=[CH:10][CH:9]=1)[C:2]1[CH:7]=[CH:6][CH:5]=[CH:4][CH:3]=1.F[C:21]1[N:26]=[CH:25][C:24]([C:27]2[CH:32]=[CH:31][C:30]([S:33]([CH3:36])(=[O:35])=[O:34])=[CH:29][N:28]=2)=[CH:23][CH:22]=1.CC(C)([O-])C.[K+].CC(O)=O, predict the reaction product. The product is: [CH3:36][S:33]([C:30]1[CH:31]=[CH:32][C:27]([C:24]2[CH:25]=[N:26][C:21]([O:17][CH:15]3[CH2:16][N:13]([CH2:12][C:11]4[CH:18]=[CH:19][C:8]([O:1][C:2]5[CH:3]=[CH:4][CH:5]=[CH:6][CH:7]=5)=[CH:9][CH:10]=4)[CH2:14]3)=[CH:22][CH:23]=2)=[N:28][CH:29]=1)(=[O:34])=[O:35]. (2) Given the reactants Cl.Cl.[CH3:3][N:4]([CH3:9])[CH:5]1[CH2:8][NH:7][CH2:6]1.F[C:11]1[C:16]([N+:17]([O-:19])=[O:18])=[CH:15][C:14]([NH:20][C:21]2[N:26]=[C:25]([C:27]3[C:35]4[C:30](=[CH:31][CH:32]=[CH:33][CH:34]=4)[N:29]([CH3:36])[CH:28]=3)[CH:24]=[CH:23][N:22]=2)=[C:13]([O:37][CH3:38])[CH:12]=1.ClC1C(C2C3C(=CC=CC=3)N(C)C=2)=NC(NC2C=C([N+]([O-])=O)C(F)=CC=2OC)=NC=1.CCN(C(C)C)C(C)C, predict the reaction product. The product is: [CH3:3][N:4]([CH3:9])[CH:5]1[CH2:8][N:7]([C:11]2[C:16]([N+:17]([O-:19])=[O:18])=[CH:15][C:14]([NH:20][C:21]3[N:26]=[C:25]([C:27]4[C:35]5[C:30](=[CH:31][CH:32]=[CH:33][CH:34]=5)[N:29]([CH3:36])[CH:28]=4)[CH:24]=[CH:23][N:22]=3)=[C:13]([O:37][CH3:38])[CH:12]=2)[CH2:6]1. (3) Given the reactants [F:1][C:2]1[CH:37]=[CH:36][CH:35]=[C:34]([F:38])[C:3]=1[CH2:4][CH2:5][CH2:6][O:7][C:8]([NH:10][C:11]1[S:12][C:13]([C:25]2[CH:30]=[CH:29][C:28]([N+:31]([O-:33])=[O:32])=[CH:27][CH:26]=2)=[C:14]([CH2:21][N:22]([CH3:24])[CH3:23])[C:15]=1[C:16]([O:18]CC)=[O:17])=[O:9].C(O)C.[OH-].[K+].Cl, predict the reaction product. The product is: [F:1][C:2]1[CH:37]=[CH:36][CH:35]=[C:34]([F:38])[C:3]=1[CH2:4][CH2:5][CH2:6][O:7][C:8]([NH:10][C:11]1[S:12][C:13]([C:25]2[CH:30]=[CH:29][C:28]([N+:31]([O-:33])=[O:32])=[CH:27][CH:26]=2)=[C:14]([CH2:21][N:22]([CH3:23])[CH3:24])[C:15]=1[C:16]([OH:18])=[O:17])=[O:9]. (4) Given the reactants Cl[C:2]1[C:11]2[C:6](=[CH:7][C:8]([O:14][CH3:15])=[C:9]([C:12]#[N:13])[CH:10]=2)[CH:5]=[C:4]([NH:16][C:17]2[CH:21]=[C:20]([CH3:22])[NH:19][N:18]=2)[N:3]=1, predict the reaction product. The product is: [CH:8]([O:14][C:2]1[C:11]2[C:6](=[CH:7][C:8]([O:14][CH3:15])=[C:9]([C:12]#[N:13])[CH:10]=2)[CH:5]=[C:4]([NH:16][C:17]2[CH:21]=[C:20]([CH3:22])[NH:19][N:18]=2)[N:3]=1)([CH3:9])[CH3:7]. (5) The product is: [CH3:1][C:2]1[NH:7][C:9]2[C:17]([C:3]=1[CH3:4])=[CH:16][CH:15]=[CH:14][C:10]=2[C:11]([OH:13])=[O:12]. Given the reactants [CH3:1][C:2](=O)[CH2:3][CH3:4].Cl.[NH:7]([C:9]1[CH:17]=[CH:16][CH:15]=[CH:14][C:10]=1[C:11]([OH:13])=[O:12])N, predict the reaction product. (6) Given the reactants [Cl:1][C:2]1[S:3][C:4]2[C:9](O)=[N:8][C:7]([C:11]([F:14])([F:13])[F:12])=[N:6][C:5]=2[N:15]=1.O.P(Cl)(Cl)([Cl:19])=O, predict the reaction product. The product is: [Cl:1][C:2]1[S:3][C:4]2[C:9]([Cl:19])=[N:8][C:7]([C:11]([F:14])([F:13])[F:12])=[N:6][C:5]=2[N:15]=1. (7) The product is: [CH3:9][N:10]([CH2:14][C:15]([O:17][C:1](=[O:7])[CH2:2][N:10]([CH3:9])[C:11]([NH2:13])=[NH:12])=[O:16])[C:11]([NH2:13])=[NH:12]. Given the reactants [C:1](Br)(=[O:7])[CH2:2]CCCC.[CH3:9][N:10]([CH2:14][C:15]([O-:17])=[O:16])[C:11]([NH2:13])=[NH:12].[Na+], predict the reaction product. (8) Given the reactants C[O:2][C:3]1[CH:11]=[CH:10][CH:9]=[CH:8][C:4]=1[C:5](Cl)=O.[C:12](#[N:20])[C:13]1[C:14](=[CH:16][CH:17]=[CH:18][CH:19]=1)[NH2:15].[C:21]([O:25][C:26]([N:28]1[CH2:33][CH2:32][CH2:31][C@@H:30]([NH2:34])[CH2:29]1)=[O:27])([CH3:24])([CH3:23])[CH3:22], predict the reaction product. The product is: [C:21]([O:25][C:26]([N:28]1[CH2:33][CH2:32][CH2:31][C@@H:30]([NH:34][C:12]2[C:13]3[C:14](=[CH:16][CH:17]=[CH:18][CH:19]=3)[N:15]=[C:5]([C:4]3[CH:8]=[CH:9][CH:10]=[CH:11][C:3]=3[OH:2])[N:20]=2)[CH2:29]1)=[O:27])([CH3:24])([CH3:22])[CH3:23]. (9) Given the reactants Cl[CH2:2][CH2:3][N:4]1[C:8]2=[N:9][CH:10]=[CH:11][CH:12]=[C:7]2[C:6]([S:13]([C:16]2[CH:21]=[CH:20][CH:19]=[CH:18][CH:17]=2)(=[O:15])=[O:14])=[CH:5]1.[C:22]([O-:33])(=O)[C:23]1[C:24](=[CH:28][CH:29]=[CH:30][CH:31]=1)[C:25]([O-])=[O:26].[K+].[K+].C[N:37](C=O)C, predict the reaction product. The product is: [C:16]1([S:13]([C:6]2[C:7]3[C:8](=[N:9][CH:10]=[CH:11][CH:12]=3)[N:4]([CH2:3][CH2:2][N:37]3[C:25](=[O:26])[C:24]4[C:23](=[CH:31][CH:30]=[CH:29][CH:28]=4)[C:22]3=[O:33])[CH:5]=2)(=[O:15])=[O:14])[CH:21]=[CH:20][CH:19]=[CH:18][CH:17]=1.